The task is: Predict which catalyst facilitates the given reaction.. This data is from Catalyst prediction with 721,799 reactions and 888 catalyst types from USPTO. (1) The catalyst class is: 5. Product: [CH:44]1([CH2:50][NH:1][CH2:2][CH2:3][O:4][C:5]2[CH:6]=[CH:7][C:8]([CH:11]3[CH2:16][CH2:15][NH:14][CH2:13][CH:12]3[O:27][CH2:28][C:29]3[CH:30]=[CH:31][C:32]4[O:37][CH2:36][CH2:35][N:34]([CH2:38][CH2:39][CH2:40][O:41][CH3:42])[C:33]=4[CH:43]=3)=[CH:9][CH:10]=2)[CH2:49][CH2:48][CH2:47][CH2:46][CH2:45]1. Reactant: [NH2:1][CH2:2][CH2:3][O:4][C:5]1[CH:10]=[CH:9][C:8]([CH:11]2[CH2:16][CH2:15][N:14](C(OCC3C=CC=CC=3)=O)[CH2:13][CH:12]2[O:27][CH2:28][C:29]2[CH:30]=[CH:31][C:32]3[O:37][CH2:36][CH2:35][N:34]([CH2:38][CH2:39][CH2:40][O:41][CH3:42])[C:33]=3[CH:43]=2)=[CH:7][CH:6]=1.[CH:44]1([CH:50]=O)[CH2:49][CH2:48][CH2:47][CH2:46][CH2:45]1.[BH4-].[Na+].[OH-].[Na+]. (2) Reactant: [CH2:1]([C:3]1[C:25]([F:26])=[CH:24][C:6]([O:7][C:8]2[CH:22]=[CH:21][C:11]([C:12]([N:14]3[CH2:19][CH2:18][NH:17][C:16](=[O:20])[CH2:15]3)=[O:13])=[CH:10][C:9]=2[F:23])=[C:5]([O:27]C)[CH:4]=1)[CH3:2].B(Br)(Br)Br. Product: [CH2:1]([C:3]1[C:25]([F:26])=[CH:24][C:6]([O:7][C:8]2[CH:22]=[CH:21][C:11]([C:12]([N:14]3[CH2:19][CH2:18][NH:17][C:16](=[O:20])[CH2:15]3)=[O:13])=[CH:10][C:9]=2[F:23])=[C:5]([OH:27])[CH:4]=1)[CH3:2]. The catalyst class is: 4. (3) Reactant: [CH2:1]([O:8][C:9]1[C:10]2[N:11]([C:16]([C:20](O)=[O:21])=[C:17]([CH3:19])[N:18]=2)[CH:12]=[C:13]([CH3:15])[CH:14]=1)[C:2]1[CH:7]=[CH:6][CH:5]=[CH:4][CH:3]=1.CN(C(ON1N=NC2C=CC=NC1=2)=[N+](C)C)C.F[P-](F)(F)(F)(F)F.C(N(CC)C(C)C)(C)C.[NH2:56][CH2:57][C:58]([NH:63][C:64](=[O:70])[O:65][C:66]([CH3:69])([CH3:68])[CH3:67])([CH3:62])[CH2:59][CH2:60][CH3:61]. Product: [CH2:1]([O:8][C:9]1[C:10]2[N:11]([C:16]([C:20]([NH:56][CH2:57][C:58]([NH:63][C:64](=[O:70])[O:65][C:66]([CH3:69])([CH3:68])[CH3:67])([CH3:62])[CH2:59][CH2:60][CH3:61])=[O:21])=[C:17]([CH3:19])[N:18]=2)[CH:12]=[C:13]([CH3:15])[CH:14]=1)[C:2]1[CH:3]=[CH:4][CH:5]=[CH:6][CH:7]=1. The catalyst class is: 18. (4) Reactant: [CH:1]1([CH:4]([C:11]2[CH:16]=[CH:15][CH:14]=[C:13]([CH2:17][NH:18][C:19]3[CH:24]=[CH:23][C:22]([C:25]4[CH:30]=[C:29]([O:31][CH3:32])[CH:28]=[CH:27][C:26]=4[F:33])=[C:21]([CH2:34][C:35]([CH3:38])([CH3:37])[CH3:36])[CH:20]=3)[CH:12]=2)[CH2:5][C:6]([O:8][CH2:9][CH3:10])=[O:7])[CH2:3][CH2:2]1.FC(F)(F)S(O[CH2:45][C:46]([F:49])([F:48])[F:47])(=O)=O.C(=O)([O-])[O-].[K+].[K+].O. Product: [CH:1]1([CH:4]([C:11]2[CH:16]=[CH:15][CH:14]=[C:13]([CH2:17][N:18]([C:19]3[CH:24]=[CH:23][C:22]([C:25]4[CH:30]=[C:29]([O:31][CH3:32])[CH:28]=[CH:27][C:26]=4[F:33])=[C:21]([CH2:34][C:35]([CH3:37])([CH3:36])[CH3:38])[CH:20]=3)[CH2:45][C:46]([F:49])([F:48])[F:47])[CH:12]=2)[CH2:5][C:6]([O:8][CH2:9][CH3:10])=[O:7])[CH2:3][CH2:2]1. The catalyst class is: 3.